This data is from Full USPTO retrosynthesis dataset with 1.9M reactions from patents (1976-2016). The task is: Predict the reactants needed to synthesize the given product. (1) Given the product [F:1][C:2]1[CH:10]=[CH:9][C:5]([C:6]([NH:25][C:21]2[CH:22]=[C:23]3[C:18](=[CH:19][CH:20]=2)[NH:17][C:16]([CH3:15])=[CH:24]3)=[O:7])=[CH:4][C:3]=1[C:11]([F:14])([F:13])[F:12], predict the reactants needed to synthesize it. The reactants are: [F:1][C:2]1[CH:10]=[CH:9][C:5]([C:6](Cl)=[O:7])=[CH:4][C:3]=1[C:11]([F:14])([F:13])[F:12].[CH3:15][C:16]1[NH:17][C:18]2[C:23]([CH:24]=1)=[CH:22][C:21]([NH2:25])=[CH:20][CH:19]=2.C(N(CC)CC)C. (2) The reactants are: [CH2:1]([N:3]1[C:7]2=[N:8][C:9]([CH2:32][CH3:33])=[C:10]([CH2:19][NH:20][C:21](C3C=C(C=CC=3)C(O)=O)=[O:22])[C:11]([NH:12][CH:13]3[CH2:18][CH2:17][O:16][CH2:15][CH2:14]3)=[C:6]2[CH:5]=[N:4]1)[CH3:2].[NH2:34][CH2:35][C:36]1[CH:37]=[C:38]([C:42]2[CH:47]=[CH:46][CH:45]=[C:44]([CH2:48][CH:49]3[CH2:54][CH2:53][N:52](C(OC(C)(C)C)=O)[CH2:51][CH2:50]3)[CH:43]=2)[CH:39]=[CH:40][CH:41]=1.CN(C(ON1N=N[C:72]2[CH:73]=C[CH:75]=[CH:76][C:71]1=2)=[N+](C)C)C.F[P-](F)(F)(F)(F)F.[C:86]([OH:92])([C:88](F)(F)F)=O. Given the product [CH2:1]([N:3]1[C:7]2=[N:8][C:9]([CH2:32][CH3:33])=[C:10]([CH2:19][NH:20][C:21]([C:72]3[CH:71]=[CH:76][CH:75]=[C:88]([C:86]([NH:34][CH2:35][C:36]4[CH:37]=[C:38]([C:42]5[CH:47]=[CH:46][CH:45]=[C:44]([CH2:48][CH:49]6[CH2:54][CH2:53][NH:52][CH2:51][CH2:50]6)[CH:43]=5)[CH:39]=[CH:40][CH:41]=4)=[O:92])[CH:73]=3)=[O:22])[C:11]([NH:12][CH:13]3[CH2:18][CH2:17][O:16][CH2:15][CH2:14]3)=[C:6]2[CH:5]=[N:4]1)[CH3:2], predict the reactants needed to synthesize it. (3) Given the product [CH3:19][O:18][C:14]1[CH:15]=[C:16]([CH3:17])[C:11]([CH:10]=[O:24])=[C:12]([O:20][CH2:21][O:22][CH3:23])[CH:13]=1, predict the reactants needed to synthesize it. The reactants are: [H-].[Al+3].[Li+].[H-].[H-].[H-].CON(C)[C:10](=[O:24])[C:11]1[C:16]([CH3:17])=[CH:15][C:14]([O:18][CH3:19])=[CH:13][C:12]=1[O:20][CH2:21][O:22][CH3:23].[F-].[Na+].O. (4) The reactants are: [Br:1][C:2]1[C:3]([O:17]C)=[CH:4][C:5]2[S:9][C:8]([NH:10][C:11]([NH:13][CH2:14][CH3:15])=[O:12])=[N:7][C:6]=2[CH:16]=1.Br.[OH-].[Na+]. Given the product [Br:1][C:2]1[C:3]([OH:17])=[CH:4][C:5]2[S:9][C:8]([NH:10][C:11]([NH:13][CH2:14][CH3:15])=[O:12])=[N:7][C:6]=2[CH:16]=1, predict the reactants needed to synthesize it.